From a dataset of NCI-60 drug combinations with 297,098 pairs across 59 cell lines. Regression. Given two drug SMILES strings and cell line genomic features, predict the synergy score measuring deviation from expected non-interaction effect. Drug 1: CS(=O)(=O)CCNCC1=CC=C(O1)C2=CC3=C(C=C2)N=CN=C3NC4=CC(=C(C=C4)OCC5=CC(=CC=C5)F)Cl. Drug 2: C#CCC(CC1=CN=C2C(=N1)C(=NC(=N2)N)N)C3=CC=C(C=C3)C(=O)NC(CCC(=O)O)C(=O)O. Cell line: LOX IMVI. Synergy scores: CSS=52.1, Synergy_ZIP=4.98, Synergy_Bliss=-0.126, Synergy_Loewe=-2.58, Synergy_HSA=-1.03.